Dataset: Forward reaction prediction with 1.9M reactions from USPTO patents (1976-2016). Task: Predict the product of the given reaction. The product is: [O:3]1[CH2:4][CH2:5][N:6]([C@H:9]2[CH2:10][CH2:11][C@H:12]([NH:15][C:17]3[CH:22]=[CH:21][C:20]([S:23]([NH2:26])(=[O:25])=[O:24])=[CH:19][C:18]=3[N+:27]([O-:29])=[O:28])[CH2:13][CH2:14]2)[CH2:7][CH2:8]1. Given the reactants Cl.Cl.[O:3]1[CH2:8][CH2:7][N:6]([C@H:9]2[CH2:14][CH2:13][C@H:12]([NH2:15])[CH2:11][CH2:10]2)[CH2:5][CH2:4]1.F[C:17]1[CH:22]=[CH:21][C:20]([S:23]([NH2:26])(=[O:25])=[O:24])=[CH:19][C:18]=1[N+:27]([O-:29])=[O:28].C(N(C(C)C)CC)(C)C, predict the reaction product.